From a dataset of Forward reaction prediction with 1.9M reactions from USPTO patents (1976-2016). Predict the product of the given reaction. (1) Given the reactants C([O:3][C:4]([C:6]1([NH:15][C:16]([C:18]2[C:19]([N:24]3[CH2:29][CH2:28][CH2:27][CH2:26][CH2:25]3)=[N:20][CH:21]=[CH:22][CH:23]=2)=[O:17])[CH2:14][C:13]2[C:8](=[CH:9][CH:10]=[CH:11][CH:12]=2)[CH2:7]1)=[O:5])C.O1CCOCC1.CO, predict the reaction product. The product is: [N:24]1([C:19]2[C:18]([C:16]([NH:15][C:6]3([C:4]([OH:5])=[O:3])[CH2:14][C:13]4[C:8](=[CH:9][CH:10]=[CH:11][CH:12]=4)[CH2:7]3)=[O:17])=[CH:23][CH:22]=[CH:21][N:20]=2)[CH2:29][CH2:28][CH2:27][CH2:26][CH2:25]1. (2) The product is: [C:39]([C:35]1[CH:34]=[C:33]2[C:38]([C:30](/[CH:28]=[CH:60]/[C:61]([O:63][C:64]([CH3:67])([CH3:66])[CH3:65])=[O:62])=[CH:31][NH:32]2)=[CH:37][CH:36]=1)#[N:40]. Given the reactants CC(C(=P(C1C=CC=CC=1)(C1C=CC=CC=1)C1C=CC=CC=1)C([O-])=O)(C)C.[CH:28]([C:30]1[C:38]2[C:33](=[CH:34][C:35]([C:39]#[N:40])=[CH:36][CH:37]=2)[NH:32][CH:31]=1)=O.C1(P(=[CH:60][C:61]([O:63][C:64]([CH3:67])([CH3:66])[CH3:65])=[O:62])(C2C=CC=CC=2)C2C=CC=CC=2)C=CC=CC=1, predict the reaction product. (3) Given the reactants [OH:1][CH:2]([C:7]1[C:15]2[C:14](=[O:16])[N:13]([CH2:17][CH2:18][CH2:19][O:20][CH:21]3[CH2:26][CH2:25][CH2:24][CH2:23][O:22]3)[C:12](=[O:27])[N:11]([CH3:28])[C:10]=2[S:9][C:8]=1[C:29]1[CH:34]=[CH:33][CH:32]=[C:31]([O:35][C:36]([F:39])([F:38])[F:37])[CH:30]=1)[CH2:3][CH:4]([CH3:6])[CH3:5].I(C1C=CC=CC=1C(O)=O)(=O)=O, predict the reaction product. The product is: [CH3:28][N:11]1[C:10]2[S:9][C:8]([C:29]3[CH:34]=[CH:33][CH:32]=[C:31]([O:35][C:36]([F:37])([F:38])[F:39])[CH:30]=3)=[C:7]([C:2](=[O:1])[CH2:3][CH:4]([CH3:5])[CH3:6])[C:15]=2[C:14](=[O:16])[N:13]([CH2:17][CH2:18][CH2:19][O:20][CH:21]2[CH2:26][CH2:25][CH2:24][CH2:23][O:22]2)[C:12]1=[O:27].